This data is from Full USPTO retrosynthesis dataset with 1.9M reactions from patents (1976-2016). The task is: Predict the reactants needed to synthesize the given product. (1) Given the product [CH2:4]([O:3][P:1]([O:19][C:20]1[CH:28]=[C:27]2[C:23]([C@H:24]([CH2:29][Cl:30])[CH2:25][N:26]2[C:36]([C:38]23[CH2:42][C:40]([C:43]([OH:45])=[O:44])([CH2:41]2)[CH2:39]3)=[O:37])=[C:22]2[C:31]([CH3:34])=[CH:32][S:33][C:21]=12)([O:11][CH2:12][C:13]1[CH:14]=[CH:15][CH:16]=[CH:17][CH:18]=1)=[O:2])[C:5]1[CH:10]=[CH:9][CH:8]=[CH:7][CH:6]=1, predict the reactants needed to synthesize it. The reactants are: [P:1]([O:19][C:20]1[CH:28]=[C:27]2[C:23]([C@H:24]([CH2:29][Cl:30])[CH2:25][NH:26]2)=[C:22]2[C:31]([CH3:34])=[CH:32][S:33][C:21]=12)([O:11][CH2:12][C:13]1[CH:18]=[CH:17][CH:16]=[CH:15][CH:14]=1)([O:3][CH2:4][C:5]1[CH:10]=[CH:9][CH:8]=[CH:7][CH:6]=1)=[O:2].Cl[C:36]([C:38]12[CH2:42][C:40]([C:43]([O:45]C)=[O:44])([CH2:41]1)[CH2:39]2)=[O:37].C(N(CC)CC)C.[OH-].[Li+]. (2) Given the product [NH2:29][CH2:30][CH2:31][N:32]1[C:36](=[O:37])/[C:35](=[CH:4]/[C:3]2[CH:6]=[CH:7][CH:8]=[CH:9][C:2]=2[OH:1])/[S:34][C:33]1=[O:38], predict the reactants needed to synthesize it. The reactants are: [OH:1][C:2]1[CH:9]=[CH:8][CH:7]=[CH:6][C:3]=1[CH:4]=O.C([NH:29][CH2:30][CH2:31][N:32]1[C:36](=[O:37])[CH2:35][S:34][C:33]1=[O:38])(C1C=CC=CC=1)(C1C=CC=CC=1)C1C=CC=CC=1.N1CCCCC1.NCCN1C(=O)/C(=C/C2C=CC=CC=2)/SC1=O. (3) The reactants are: OC1C(=O)NN=C(CCC2C=CC=CC=2)C=1.C([O:24][C:25]1[N:26]=[N:27][C:28]([C:39]2([C:42]3[CH:47]=[CH:46][C:45]([C:48]([F:51])([F:50])[F:49])=[CH:44][CH:43]=3)[CH2:41][CH2:40]2)=[CH:29][C:30]=1[O:31]CC1C=CC=CC=1)C1C=CC=CC=1. Given the product [OH:31][C:30]1[C:25](=[O:24])[NH:26][N:27]=[C:28]([C:39]2([C:42]3[CH:47]=[CH:46][C:45]([C:48]([F:50])([F:49])[F:51])=[CH:44][CH:43]=3)[CH2:40][CH2:41]2)[CH:29]=1, predict the reactants needed to synthesize it. (4) Given the product [F:38][C:39]([F:50])([F:49])[C:40]([N:3]1[CH2:4][CH2:5][CH:6]([C:9]2[C:10]([O:15][C:16]3[CH:21]=[CH:20][C:19]([NH:22][C:23]4[CH:28]=[CH:27][CH:26]=[CH:25][N:24]=4)=[CH:18][CH:17]=3)=[N:11][CH:12]=[CH:13][N:14]=2)[CH2:7][CH2:8]1)=[O:41], predict the reactants needed to synthesize it. The reactants are: Cl.Cl.[NH:3]1[CH2:8][CH2:7][CH:6]([C:9]2[C:10]([O:15][C:16]3[CH:21]=[CH:20][C:19]([NH:22][C:23]4[CH:28]=[CH:27][CH:26]=[CH:25][N:24]=4)=[CH:18][CH:17]=3)=[N:11][CH:12]=[CH:13][N:14]=2)[CH2:5][CH2:4]1.CCN(C(C)C)C(C)C.[F:38][C:39]([F:50])([F:49])[C:40](O[C:40](=[O:41])[C:39]([F:50])([F:49])[F:38])=[O:41]. (5) The reactants are: [C@H]1(O)CC[C@H](O)CC1.[H-].[Na+].[Si]([O:18][CH:19]1[CH2:24][CH2:23][CH:22]([O:25][C:26]2[CH:31]=[CH:30][C:29]([S:32]([CH2:35][CH3:36])(=[O:34])=[O:33])=[CH:28][C:27]=2[C:37]2[C:46]3[C:41](=[CH:42][CH:43]=[CH:44][CH:45]=3)[C:40](=[O:47])[N:39]([CH3:48])[CH:38]=2)[CH2:21][CH2:20]1)(C(C)(C)C)(C)C. Given the product [CH2:35]([S:32]([C:29]1[CH:30]=[CH:31][C:26]([O:25][C@H:22]2[CH2:21][CH2:20][C@H:19]([OH:18])[CH2:24][CH2:23]2)=[C:27]([C:37]2[C:46]3[C:41](=[CH:42][CH:43]=[CH:44][CH:45]=3)[C:40](=[O:47])[N:39]([CH3:48])[CH:38]=2)[CH:28]=1)(=[O:33])=[O:34])[CH3:36], predict the reactants needed to synthesize it.